This data is from Full USPTO retrosynthesis dataset with 1.9M reactions from patents (1976-2016). The task is: Predict the reactants needed to synthesize the given product. (1) Given the product [C:1]12([C:11]([O:17][CH2:16][C:15]([Br:14])([F:19])[F:18])=[O:12])[CH2:8][CH:7]3[CH2:6][CH:5]([CH2:4][CH:3]([CH2:9]3)[CH2:2]1)[CH2:10]2, predict the reactants needed to synthesize it. The reactants are: [C:1]12([C:11](Cl)=[O:12])[CH2:10][CH:5]3[CH2:6][CH:7]([CH2:9][CH:3]([CH2:4]3)[CH2:2]1)[CH2:8]2.[Br:14][C:15]([F:19])([F:18])[CH2:16][OH:17].C(N(CC)CC)C. (2) The reactants are: [CH:1]([C:4]1[C:13]2[C:8](=[C:9]([CH3:15])[CH:10]=[CH:11][C:12]=2[CH3:14])[N:7]=[C:6](O)[CH:5]=1)([CH3:3])[CH3:2].O=P(Cl)(Cl)[Cl:19]. Given the product [Cl:19][C:6]1[CH:5]=[C:4]([CH:1]([CH3:3])[CH3:2])[C:13]2[C:8](=[C:9]([CH3:15])[CH:10]=[CH:11][C:12]=2[CH3:14])[N:7]=1, predict the reactants needed to synthesize it. (3) Given the product [NH2:25][C@@H:10]([C@H:9]([O:8][Si:1]([C:4]([CH3:7])([CH3:6])[CH3:5])([CH3:2])[CH3:3])[CH2:32][O:33][C:34]1[CH:35]=[CH:36][CH:37]=[CH:38][CH:39]=1)[CH2:11][CH2:12]/[CH:13]=[CH:14]/[C:15]1[CH:24]=[CH:23][C:18]([C:19]([O:21][CH3:22])=[O:20])=[CH:17][CH:16]=1, predict the reactants needed to synthesize it. The reactants are: [Si:1]([O:8][C@H:9]([CH2:32][O:33][C:34]1[CH:39]=[CH:38][CH:37]=[CH:36][CH:35]=1)[C@H:10]([NH:25]S(C(C)(C)C)=O)[CH2:11][CH2:12]/[CH:13]=[CH:14]/[C:15]1[CH:24]=[CH:23][C:18]([C:19]([O:21][CH3:22])=[O:20])=[CH:17][CH:16]=1)([C:4]([CH3:7])([CH3:6])[CH3:5])([CH3:3])[CH3:2].Cl. (4) Given the product [N:1]1([CH2:6][C:7]2[N:11]3[CH2:12][CH2:13][O:14][C:15]4[CH:20]=[CH:19][C:18]([C:59]#[C:58][C:56]([OH:60])([CH3:57])[CH3:55])=[CH:17][C:16]=4[C:10]3=[N:9][C:8]=2[C:22]([NH2:24])=[O:23])[CH:5]=[CH:4][CH:3]=[N:2]1, predict the reactants needed to synthesize it. The reactants are: [N:1]1([CH2:6][C:7]2[N:11]3[CH2:12][CH2:13][O:14][C:15]4[CH:20]=[CH:19][C:18](Br)=[CH:17][C:16]=4[C:10]3=[N:9][C:8]=2[C:22]([NH2:24])=[O:23])[CH:5]=[CH:4][CH:3]=[N:2]1.BrC1C=CC2OCCN3C(CN4C=CN=C4C)=C(C(N)=O)N=C3C=2C=1.N1C=CC=N1.[CH3:55][C:56]([OH:60])([C:58]#[CH:59])[CH3:57]. (5) Given the product [Cl:1][C:2]1[CH:7]=[CH:6][CH:5]=[C:4]([F:8])[C:3]=1[NH:9][C:10]1[NH:11][C:12]2[C:18]3[CH2:19][C:20]([CH3:22])([CH3:23])[O:21][C:17]=3[C:16]([C:24]([NH:63][C:64]3[CH:69]=[CH:68][C:67]([C:70]([F:72])([F:71])[F:73])=[CH:66][N:65]=3)=[O:25])=[CH:15][C:13]=2[N:14]=1, predict the reactants needed to synthesize it. The reactants are: [Cl:1][C:2]1[CH:7]=[CH:6][CH:5]=[C:4]([F:8])[C:3]=1[NH:9][C:10]1[NH:11][C:12]2[C:18]3[CH2:19][C:20]([CH3:23])([CH3:22])[O:21][C:17]=3[C:16]([C:24](O)=[O:25])=[CH:15][C:13]=2[N:14]=1.CCOC(C(C#N)=NOC(N1CCOCC1)=[N+](C)C)=O.F[P-](F)(F)(F)(F)F.CCN(C(C)C)C(C)C.[NH2:63][C:64]1[CH:69]=[CH:68][C:67]([C:70]([F:73])([F:72])[F:71])=[CH:66][N+:65]=1[O-].